From a dataset of Reaction yield outcomes from USPTO patents with 853,638 reactions. Predict the reaction yield, written as a fraction of the theoretical maximum amount of product (1.0 means a 100% yield; for example, 0.34 means a 34% yield). The product is [Cl:27][C:8]1[CH:9]=[C:10]([N:11]([CH2:18][C:19]2[CH:24]=[CH:23][C:22]([O:25][CH3:26])=[CH:21][CH:20]=2)[C:12]2[CH:17]=[CH:16][CH:15]=[CH:14][CH:13]=2)[C:5]2[N:6]([C:2]([C:33]([OH:35])=[O:34])=[CH:3][N:4]=2)[N:7]=1. The yield is 0.980. The reactants are Br[C:2]1[N:6]2[N:7]=[C:8]([Cl:27])[CH:9]=[C:10]([N:11]([CH2:18][C:19]3[CH:24]=[CH:23][C:22]([O:25][CH3:26])=[CH:21][CH:20]=3)[C:12]3[CH:17]=[CH:16][CH:15]=[CH:14][CH:13]=3)[C:5]2=[N:4][CH:3]=1.C([Li])CCC.[C:33](=[O:35])=[O:34]. The catalyst is C1COCC1.